From a dataset of Forward reaction prediction with 1.9M reactions from USPTO patents (1976-2016). Predict the product of the given reaction. (1) Given the reactants C[O:2][C:3]([C:5]1([C:8]2([CH3:13])[O:12][CH2:11][CH2:10][O:9]2)[CH2:7][CH2:6]1)=O.CC(C[AlH]CC(C)C)C.C(O)(C)C.O, predict the reaction product. The product is: [CH3:13][C:8]1([C:5]2([CH2:3][OH:2])[CH2:7][CH2:6]2)[O:9][CH2:10][CH2:11][O:12]1. (2) Given the reactants [CH2:1]([O:3][C:4]1[CH:9]=[CH:8][C:7]([C:10]2[CH:15]=[CH:14][N:13]=[CH:12][CH:11]=2)=[CH:6][CH:5]=1)[CH3:2], predict the reaction product. The product is: [CH2:9]1[CH2:4][O:3][CH2:7][CH2:8]1.[CH3:1][OH:3].[NH4+:13].[OH-:3].[CH2:1]([O:3][C:4]1[CH:9]=[CH:8][C:7]([CH:10]2[CH2:11][CH2:12][NH:13][CH2:14][CH2:15]2)=[CH:6][CH:5]=1)[CH3:2]. (3) Given the reactants C1(P(C2C=CC=CC=2)C2C=CC=CC=2)C=CC=CC=1.[N+](C(OCC)=O)(C(OCC)=O)=[N-].C(C1C=CC=C(C(C)(C)C)C=1O)(C)(C)C.[CH3:47][S:48][CH2:49][CH2:50]O.[CH:52]1([CH2:55][C:56]2[C:61]3[S:62][C:63]([CH2:66][C:67]4[CH:72]=[CH:71][CH:70]=[C:69]([C:73]([F:76])([F:75])[F:74])[CH:68]=4)=[C:64]([OH:65])[C:60]=3[C:59](=[O:77])[N:58]([CH3:78])[N:57]=2)[CH2:54][CH2:53]1, predict the reaction product. The product is: [CH:52]1([CH2:55][C:56]2[C:61]3[S:62][C:63]([CH2:66][C:67]4[CH:72]=[CH:71][CH:70]=[C:69]([C:73]([F:76])([F:75])[F:74])[CH:68]=4)=[C:64]([O:65][CH2:50][CH2:49][S:48][CH3:47])[C:60]=3[C:59](=[O:77])[N:58]([CH3:78])[N:57]=2)[CH2:53][CH2:54]1.